This data is from Peptide-MHC class II binding affinity with 134,281 pairs from IEDB. The task is: Regression. Given a peptide amino acid sequence and an MHC pseudo amino acid sequence, predict their binding affinity value. This is MHC class II binding data. (1) The peptide sequence is REEHYIVLSSELRLS. The MHC is DRB1_1101 with pseudo-sequence DRB1_1101. The binding affinity (normalized) is 0.571. (2) The peptide sequence is GKSTRSTTDSGKVIP. The MHC is HLA-DQA10102-DQB10501 with pseudo-sequence HLA-DQA10102-DQB10501. The binding affinity (normalized) is 0. (3) The peptide sequence is VPPADKYKTFEAAFT. The MHC is DRB1_0701 with pseudo-sequence DRB1_0701. The binding affinity (normalized) is 0.406. (4) The peptide sequence is VTRMAMTDTTPFGQQ. The MHC is DRB4_0103 with pseudo-sequence DRB4_0103. The binding affinity (normalized) is 0.470. (5) The peptide sequence is SLQYLALVALVAPKK. The MHC is HLA-DQA10301-DQB10302 with pseudo-sequence HLA-DQA10301-DQB10302. The binding affinity (normalized) is 0.148. (6) The peptide sequence is MSLLTEVETYVLSIV. The binding affinity (normalized) is 0.219. The MHC is DRB4_0101 with pseudo-sequence DRB4_0103. (7) The peptide sequence is INFFLIAFAVYFLVV. The MHC is HLA-DQA10301-DQB10302 with pseudo-sequence HLA-DQA10301-DQB10302. The binding affinity (normalized) is 0.